Dataset: Forward reaction prediction with 1.9M reactions from USPTO patents (1976-2016). Task: Predict the product of the given reaction. (1) The product is: [F:3][C:4]1[CH:5]=[C:6]([C:21]2[C:22]([S:27]([NH:30][CH3:31])(=[O:29])=[O:28])=[CH:23][CH:24]=[CH:25][CH:26]=2)[CH:7]=[CH:8][C:9]=1[C:10]1[CH:11]=[C:12]2[C:18]([CH2:19][OH:20])=[CH:17][NH:16][C:13]2=[N:14][CH:15]=1. Given the reactants [BH4-].[Na+].[F:3][C:4]1[CH:5]=[C:6]([C:21]2[C:22]([S:27]([NH:30][CH3:31])(=[O:29])=[O:28])=[CH:23][CH:24]=[CH:25][CH:26]=2)[CH:7]=[CH:8][C:9]=1[C:10]1[CH:11]=[C:12]2[C:18]([CH:19]=[O:20])=[CH:17][NH:16][C:13]2=[N:14][CH:15]=1, predict the reaction product. (2) Given the reactants CN(OC)[C:3](=[O:12])[C:4]1[CH:9]=[CH:8][CH:7]=[C:6]([O:10][CH3:11])[CH:5]=1.[CH2:15]([Mg]Cl)[CH2:16][CH2:17][CH3:18].Cl, predict the reaction product. The product is: [CH3:11][O:10][C:6]1[CH:5]=[C:4]([C:3](=[O:12])[CH2:15][CH2:16][CH2:17][CH3:18])[CH:9]=[CH:8][CH:7]=1. (3) Given the reactants [C:1]([O:5][C:6]([N:8]([CH2:21][CH:22]1[CH2:27][CH2:26][N:25]([CH2:28][CH2:29][CH2:30][CH2:31][CH2:32][C:33]([O:35]C)=[O:34])[CH2:24][CH:23]1[C:37]1[CH:42]=[CH:41][CH:40]=[C:39]([F:43])[CH:38]=1)[C@@H:9]([C:11]1[C:20]2[C:15](=[CH:16][CH:17]=[CH:18][CH:19]=2)[CH:14]=[CH:13][CH:12]=1)[CH3:10])=[O:7])([CH3:4])([CH3:3])[CH3:2].[OH-].[Na+].Cl, predict the reaction product. The product is: [C:1]([O:5][C:6]([N:8]([CH2:21][CH:22]1[CH2:27][CH2:26][N:25]([CH2:28][CH2:29][CH2:30][CH2:31][CH2:32][C:33]([OH:35])=[O:34])[CH2:24][CH:23]1[C:37]1[CH:42]=[CH:41][CH:40]=[C:39]([F:43])[CH:38]=1)[C@@H:9]([C:11]1[C:20]2[C:15](=[CH:16][CH:17]=[CH:18][CH:19]=2)[CH:14]=[CH:13][CH:12]=1)[CH3:10])=[O:7])([CH3:2])([CH3:3])[CH3:4]. (4) The product is: [Br:1][C:2]1[N:7]=[C:6]([C:8]([NH:10][CH2:11][C:12]2[CH:17]=[CH:16][C:15]([Cl:18])=[CH:14][CH:13]=2)=[O:9])[C:5]([OH:19])=[CH:4][CH:3]=1. Given the reactants [Br:1][C:2]1[N:7]=[C:6]([C:8]([NH:10][CH2:11][C:12]2[CH:17]=[CH:16][C:15]([Cl:18])=[CH:14][CH:13]=2)=[O:9])[C:5]([O:19]C)=[CH:4][CH:3]=1.[Cl-].[Li+], predict the reaction product. (5) Given the reactants [S:1]([N:11]1[C:15]2[N:16]=[CH:17][C:18]3[N:19]([C:20]([C@@H:23]4[C@H:28]5[C@H:26]([CH2:27]5)[C@H:25]([NH:29]C(=O)OCC)[CH2:24]4)=[N:21][N:22]=3)[C:14]=2[CH:13]=[CH:12]1)([C:4]1[CH:10]=[CH:9][C:7]([CH3:8])=[CH:6][CH:5]=1)(=[O:3])=[O:2].CN(C(ON1N=NC2C=CC=NC1=2)=[N+](C)C)C.F[P-](F)(F)(F)(F)F.C[Si](I)(C)C.C([O-])(O)=O.[Na+], predict the reaction product. The product is: [S:1]([N:11]1[C:15]2[N:16]=[CH:17][C:18]3[N:19]([C:20]([C@@H:23]4[C@H:28]5[C@H:26]([CH2:27]5)[C@H:25]([NH2:29])[CH2:24]4)=[N:21][N:22]=3)[C:14]=2[CH:13]=[CH:12]1)([C:4]1[CH:10]=[CH:9][C:7]([CH3:8])=[CH:6][CH:5]=1)(=[O:2])=[O:3].